This data is from NCI-60 drug combinations with 297,098 pairs across 59 cell lines. The task is: Regression. Given two drug SMILES strings and cell line genomic features, predict the synergy score measuring deviation from expected non-interaction effect. (1) Drug 1: CN(C)C1=NC(=NC(=N1)N(C)C)N(C)C. Drug 2: CC1CCC2CC(C(=CC=CC=CC(CC(C(=O)C(C(C(=CC(C(=O)CC(OC(=O)C3CCCCN3C(=O)C(=O)C1(O2)O)C(C)CC4CCC(C(C4)OC)O)C)C)O)OC)C)C)C)OC. Cell line: CAKI-1. Synergy scores: CSS=24.3, Synergy_ZIP=-14.5, Synergy_Bliss=-7.49, Synergy_Loewe=-48.7, Synergy_HSA=-5.52. (2) Drug 1: C1CN1C2=NC(=NC(=N2)N3CC3)N4CC4. Drug 2: C#CCC(CC1=CN=C2C(=N1)C(=NC(=N2)N)N)C3=CC=C(C=C3)C(=O)NC(CCC(=O)O)C(=O)O. Cell line: DU-145. Synergy scores: CSS=60.5, Synergy_ZIP=-2.48, Synergy_Bliss=-4.02, Synergy_Loewe=-3.40, Synergy_HSA=-3.42.